This data is from NCI-60 drug combinations with 297,098 pairs across 59 cell lines. The task is: Regression. Given two drug SMILES strings and cell line genomic features, predict the synergy score measuring deviation from expected non-interaction effect. (1) Drug 1: CCC1=CC2CC(C3=C(CN(C2)C1)C4=CC=CC=C4N3)(C5=C(C=C6C(=C5)C78CCN9C7C(C=CC9)(C(C(C8N6C)(C(=O)OC)O)OC(=O)C)CC)OC)C(=O)OC.C(C(C(=O)O)O)(C(=O)O)O. Drug 2: CC1OCC2C(O1)C(C(C(O2)OC3C4COC(=O)C4C(C5=CC6=C(C=C35)OCO6)C7=CC(=C(C(=C7)OC)O)OC)O)O. Cell line: HCT116. Synergy scores: CSS=57.6, Synergy_ZIP=-0.919, Synergy_Bliss=-1.98, Synergy_Loewe=-2.47, Synergy_HSA=1.81. (2) Drug 1: CNC(=O)C1=NC=CC(=C1)OC2=CC=C(C=C2)NC(=O)NC3=CC(=C(C=C3)Cl)C(F)(F)F. Drug 2: C1C(C(OC1N2C=NC3=C2NC=NCC3O)CO)O. Cell line: NCIH23. Synergy scores: CSS=14.3, Synergy_ZIP=-4.91, Synergy_Bliss=-7.50, Synergy_Loewe=-2.13, Synergy_HSA=-7.76. (3) Synergy scores: CSS=-4.11, Synergy_ZIP=0.198, Synergy_Bliss=-1.88, Synergy_Loewe=-6.74, Synergy_HSA=-4.68. Drug 2: CN(C)C1=NC(=NC(=N1)N(C)C)N(C)C. Drug 1: CCCS(=O)(=O)NC1=C(C(=C(C=C1)F)C(=O)C2=CNC3=C2C=C(C=N3)C4=CC=C(C=C4)Cl)F. Cell line: 786-0.